Dataset: Full USPTO retrosynthesis dataset with 1.9M reactions from patents (1976-2016). Task: Predict the reactants needed to synthesize the given product. (1) Given the product [Cl:33][C:18]1[N:17]=[C:16]([NH:15][CH:12]2[CH2:11][CH2:10][CH:9]([CH2:8][CH:5]3[CH2:6][CH2:7][CH:2]([NH:1][CH:34]4[CH2:39][CH2:38][CH2:37][CH2:36][CH2:35]4)[CH2:3][CH2:4]3)[CH2:14][CH2:13]2)[CH:21]=[C:20]([C:22]2[C:30]3[C:25](=[N:26][CH:27]=[C:28]([O:31][CH3:32])[CH:29]=3)[NH:24][CH:23]=2)[CH:19]=1, predict the reactants needed to synthesize it. The reactants are: [NH2:1][CH:2]1[CH2:7][CH2:6][CH:5]([CH2:8][CH:9]2[CH2:14][CH2:13][CH:12]([NH:15][C:16]3[CH:21]=[C:20]([C:22]4[C:30]5[C:25](=[N:26][CH:27]=[C:28]([O:31][CH3:32])[CH:29]=5)[NH:24][CH:23]=4)[CH:19]=[C:18]([Cl:33])[N:17]=3)[CH2:11][CH2:10]2)[CH2:4][CH2:3]1.[C:34]1(=O)[CH2:39][CH2:38][CH2:37][CH2:36][CH2:35]1.C([BH3-])#N.[Na+]. (2) Given the product [ClH:16].[OH:41][C:39]1[C:38]2[C:33](=[C:34]([NH:49][C:50]3[CH:55]=[CH:54][CH:53]=[CH:52][N:51]=3)[CH:35]=[CH:36][CH:37]=2)[N:32]=[C:31]([C:29]([OH:30])=[O:28])[CH:40]=1, predict the reactants needed to synthesize it. The reactants are: COC(=O)C(NC1C=C([Cl:16])C=C(Cl)C=1OCC1C=CC=CC=1)=CC([O-])=O.C[O:28][C:29]([C:31]1[CH:40]=[C:39]([O:41]CC2C=CC=CC=2)[C:38]2[C:33](=[C:34]([NH:49][C:50]3[CH:55]=[CH:54][CH:53]=[CH:52][N:51]=3)[CH:35]=[CH:36][CH:37]=2)[N:32]=1)=[O:30]. (3) Given the product [C:1]([O:5][C:6]([C:8]1[CH:13]=[CH:12][CH:11]=[C:10]([C:23]2[CH:24]=[C:25]3[C:30](=[CH:31][CH:32]=2)[S:29][CH2:28][CH2:27][C:26]3=[O:33])[N:9]=1)=[O:7])([CH3:4])([CH3:3])[CH3:2], predict the reactants needed to synthesize it. The reactants are: [C:1]([O:5][C:6]([C:8]1[CH:13]=[CH:12][CH:11]=[C:10](Br)[N:9]=1)=[O:7])([CH3:4])([CH3:3])[CH3:2].CC1(C)C(C)(C)OB([C:23]2[CH:24]=[C:25]3[C:30](=[CH:31][CH:32]=2)[S:29][CH2:28][CH2:27][C:26]3=[O:33])O1.C(=O)([O-])[O-].[K+].[K+].C(OCC)(=O)C. (4) Given the product [Cl:20][C:17]([F:19])([F:18])[O:16][C:13]1[CH:14]=[CH:15][C:10]([NH:9][C:7]([C:6]2[CH:21]=[C:2]([C:30]3[CH:31]=[N:32][CH:33]=[CH:34][C:29]=3[F:28])[C:3]([N:22]3[CH2:26][CH2:25][C@@H:24]([OH:27])[CH2:23]3)=[N:4][CH:5]=2)=[O:8])=[CH:11][CH:12]=1, predict the reactants needed to synthesize it. The reactants are: Br[C:2]1[C:3]([N:22]2[CH2:26][CH2:25][C@@H:24]([OH:27])[CH2:23]2)=[N:4][CH:5]=[C:6]([CH:21]=1)[C:7]([NH:9][C:10]1[CH:15]=[CH:14][C:13]([O:16][C:17]([Cl:20])([F:19])[F:18])=[CH:12][CH:11]=1)=[O:8].[F:28][C:29]1[CH:34]=[CH:33][N:32]=[CH:31][C:30]=1B1OC(C)(C)C(C)(C)O1.C([O-])([O-])=O.[Na+].[Na+].CCOC(C)=O. (5) Given the product [N:15]([CH:21]1[C:22]2[C:27](=[CH:26][CH:25]=[CH:24][CH:23]=2)[CH:19]([CH3:18])[CH2:20]1)=[N+:16]=[N-:17], predict the reactants needed to synthesize it. The reactants are: C1(P([N:15]=[N+:16]=[N-:17])(C2C=CC=CC=2)=O)C=CC=CC=1.[CH3:18][CH:19]1[C:27]2[C:22](=[CH:23][CH:24]=[CH:25][CH:26]=2)[CH:21](O)[CH2:20]1.C1CCN2C(=NCCC2)CC1. (6) Given the product [Cl:1][C:2]1[C:7]([CH2:8][NH:11][CH3:10])=[CH:6][CH:5]=[CH:4][N:3]=1, predict the reactants needed to synthesize it. The reactants are: [Cl:1][C:2]1[C:7]([CH:8]=O)=[CH:6][CH:5]=[CH:4][N:3]=1.[CH3:10][NH2:11].[BH4-].[Na+].